This data is from Reaction yield outcomes from USPTO patents with 853,638 reactions. The task is: Predict the reaction yield, written as a fraction of the theoretical maximum amount of product (1.0 means a 100% yield; for example, 0.34 means a 34% yield). (1) The reactants are [Cl:1][C:2]1[CH:3]=[C:4]([O:9][C:10]2[C:18]([F:19])=[CH:17][C:13]([C:14](O)=[O:15])=[C:12]([F:20])[CH:11]=2)[CH:5]=[N:6][C:7]=1[F:8].[CH3:21][N:22]([CH3:27])[S:23]([NH2:26])(=[O:25])=[O:24].CCN=C=NCCCN(C)C.Cl. The catalyst is C(Cl)Cl.CN(C1C=CN=CC=1)C.C1C=CC2N(O)N=NC=2C=1. The product is [Cl:1][C:2]1[CH:3]=[C:4]([O:9][C:10]2[C:18]([F:19])=[CH:17][C:13]([C:14]([NH:26][S:23]([N:22]([CH3:27])[CH3:21])(=[O:25])=[O:24])=[O:15])=[C:12]([F:20])[CH:11]=2)[CH:5]=[N:6][C:7]=1[F:8]. The yield is 0.860. (2) The reactants are [CH2:1]([C:4]1[CH:10]=[CH:9][C:7]([NH2:8])=[CH:6][C:5]=1[N+:11]([O-:13])=[O:12])[CH2:2][CH3:3].[CH3:14][C:15]([O:18][C:19](O[C:19]([O:18][C:15]([CH3:17])([CH3:16])[CH3:14])=[O:20])=[O:20])([CH3:17])[CH3:16]. The catalyst is N1C=CC=CC=1.C(Cl)Cl. The product is [C:15]([O:18][C:19](=[O:20])[NH:8][C:7]1[CH:9]=[CH:10][C:4]([CH2:1][CH2:2][CH3:3])=[C:5]([N+:11]([O-:13])=[O:12])[CH:6]=1)([CH3:17])([CH3:16])[CH3:14]. The yield is 0.870.